The task is: Predict the reactants needed to synthesize the given product.. This data is from Full USPTO retrosynthesis dataset with 1.9M reactions from patents (1976-2016). (1) Given the product [CH3:29][N:27]1[CH:28]=[C:24]([C:21]2[N:20]=[N:19][C:18]([N:2]3[CH2:7][CH2:6][CH:5]([N:8]4[C:16]5[C:11](=[CH:12][CH:13]=[CH:14][CH:15]=5)[CH2:10][CH2:9]4)[CH2:4][CH2:3]3)=[CH:23][CH:22]=2)[CH:25]=[N:26]1, predict the reactants needed to synthesize it. The reactants are: Cl.[NH:2]1[CH2:7][CH2:6][CH:5]([N:8]2[C:16]3[C:11](=[CH:12][CH:13]=[CH:14][CH:15]=3)[CH2:10][CH2:9]2)[CH2:4][CH2:3]1.Cl[C:18]1[N:19]=[N:20][C:21]([C:24]2[CH:25]=[N:26][N:27]([CH3:29])[CH:28]=2)=[CH:22][CH:23]=1. (2) The reactants are: [F:1][C:2]([F:7])([F:6])[C:3]([OH:5])=[O:4].C([N:15]1[CH2:20][CH2:19][CH:18]([NH:21][C:22]2[N:30]=[C:29]3[C:25]([N:26]=[CH:27][N:28]3[C@@H:31]3[CH2:35][C@H:34]([N:36]4[CH:40]=[C:39]([CH2:41][OH:42])[CH:38]=[N:37]4)[C@@H:33]([OH:43])[C@H:32]3[OH:44])=[C:24]([NH:45][CH2:46][CH:47]([C:54]3[CH:59]=[CH:58][CH:57]=[CH:56][CH:55]=3)[C:48]3[CH:53]=[CH:52][CH:51]=[CH:50][CH:49]=3)[N:23]=2)[CH2:17][CH2:16]1)C1C=CC=CC=1.C([O-])=O.[NH4+]. Given the product [F:1][C:2]([F:7])([F:6])[C:3]([OH:5])=[O:4].[C:54]1([CH:47]([C:48]2[CH:49]=[CH:50][CH:51]=[CH:52][CH:53]=2)[CH2:46][NH:45][C:24]2[N:23]=[C:22]([NH:21][CH:18]3[CH2:17][CH2:16][NH:15][CH2:20][CH2:19]3)[N:30]=[C:29]3[C:25]=2[N:26]=[CH:27][N:28]3[C@@H:31]2[CH2:35][C@H:34]([N:36]3[CH:40]=[C:39]([CH2:41][OH:42])[CH:38]=[N:37]3)[C@@H:33]([OH:43])[C@H:32]2[OH:44])[CH:59]=[CH:58][CH:57]=[CH:56][CH:55]=1, predict the reactants needed to synthesize it. (3) Given the product [CH3:16][C:15](=[CH2:14])[CH2:17][O:4][C:3]1[CH:5]=[CH:6][CH:7]=[CH:8][C:2]=1[C:1]([OH:10])=[O:9], predict the reactants needed to synthesize it. The reactants are: [C:1]([O:10]CC)(=[O:9])[C:2]1[C:3](=[CH:5][CH:6]=[CH:7][CH:8]=1)[OH:4].Br[CH2:14][C:15]([CH3:17])=[CH2:16].C(=O)([O-])[O-].[K+].[K+].[OH-].[Na+]. (4) Given the product [NH2:29][C:27]1[S:28][C:12]2[C:11]([NH:30][C@H:31]([CH2:34][C:35]([F:38])([CH3:37])[CH3:36])[CH2:32][OH:33])=[N:16][C:15]([S:17][C@H:18]([C:20]3[CH:25]=[CH:24][CH:23]=[CH:22][CH:21]=3)[CH3:19])=[N:14][C:13]=2[N:26]=1, predict the reactants needed to synthesize it. The reactants are: CCN(C(C)C)C(C)C.Cl[C:11]1[C:12]2[S:28][C:27]([NH2:29])=[N:26][C:13]=2[N:14]=[C:15]([S:17][C@H:18]([C:20]2[CH:25]=[CH:24][CH:23]=[CH:22][CH:21]=2)[CH3:19])[N:16]=1.[NH2:30][C@H:31]([CH2:34][C:35]([F:38])([CH3:37])[CH3:36])[CH2:32][OH:33].